Predict the product of the given reaction. From a dataset of Forward reaction prediction with 1.9M reactions from USPTO patents (1976-2016). (1) The product is: [CH3:35][N:20]1[C:21]([N:22]2[C:26]3=[N:27][CH:28]=[C:29]([C:31]([F:32])([F:34])[F:33])[CH:30]=[C:25]3[CH:24]=[CH:23]2)=[C:17]([CH2:16][CH2:15][CH2:14][O:13][C:12]([N-:11][S:8](=[O:9])(=[O:10])[NH:7][CH2:6][CH2:5][O:4][CH:1]([CH3:3])[CH3:2])=[O:37])[C:18]([CH3:36])=[N:19]1.[K+:42]. Given the reactants [CH:1]([O:4][CH2:5][CH2:6][NH:7][S:8]([NH:11][C:12](=[O:37])[O:13][CH2:14][CH2:15][CH2:16][C:17]1[C:18]([CH3:36])=[N:19][N:20]([CH3:35])[C:21]=1[N:22]1[C:26]2=[N:27][CH:28]=[C:29]([C:31]([F:34])([F:33])[F:32])[CH:30]=[C:25]2[CH:24]=[CH:23]1)(=[O:10])=[O:9])([CH3:3])[CH3:2].C(=O)([O-])O.[K+:42], predict the reaction product. (2) The product is: [CH2:1]([O:3][C:4]([C:6]1[C:7]([O:24][C:25](=[O:27])[CH3:26])=[C:8]2[C:16]([Cl:35])=[CH:15][N:14]([C:17]3[CH:22]=[CH:21][C:20]([F:23])=[CH:19][CH:18]=3)[C:9]2=[C:10]([C:12]#[N:13])[N:11]=1)=[O:5])[CH3:2]. Given the reactants [CH2:1]([O:3][C:4]([C:6]1[C:7]([O:24][C:25](=[O:27])[CH3:26])=[C:8]2[CH:16]=[CH:15][N:14]([C:17]3[CH:22]=[CH:21][C:20]([F:23])=[CH:19][CH:18]=3)[C:9]2=[C:10]([C:12]#[N:13])[N:11]=1)=[O:5])[CH3:2].C1C(=O)N([Cl:35])C(=O)C1, predict the reaction product. (3) The product is: [CH3:1][C:2]1[C:11]2[C:6](=[CH:7][CH:8]=[CH:9][CH:10]=2)[N:5]=[C:4]([NH:12][C@H:13]2[CH2:18][CH2:17][CH2:16][C@H:15]([NH:19][CH2:25][C:22]3[CH:23]=[CH:24][S:20][CH:21]=3)[CH2:14]2)[N:3]=1. Given the reactants [CH3:1][C:2]1[C:11]2[C:6](=[CH:7][CH:8]=[CH:9][CH:10]=2)[N:5]=[C:4]([NH:12][C@H:13]2[CH2:18][CH2:17][CH2:16][C@H:15]([NH2:19])[CH2:14]2)[N:3]=1.[S:20]1[CH:24]=[CH:23][C:22]([CH:25]=O)=[CH:21]1.C(O[BH-](OC(=O)C)OC(=O)C)(=O)C.[Na+], predict the reaction product. (4) The product is: [C:1]([O:5][C:6](=[O:18])[NH:7][C:8]1[CH:13]=[CH:12][C:11]([C:21]2[CH:22]=[CH:23][S:19][CH:20]=2)=[CH:10][C:9]=1[N+:15]([O-:17])=[O:16])([CH3:4])([CH3:3])[CH3:2]. Given the reactants [C:1]([O:5][C:6](=[O:18])[NH:7][C:8]1[CH:13]=[CH:12][C:11](I)=[CH:10][C:9]=1[N+:15]([O-:17])=[O:16])([CH3:4])([CH3:3])[CH3:2].[S:19]1[CH:23]=[CH:22][C:21](B(O)O)=[CH:20]1, predict the reaction product. (5) Given the reactants [OH:1][C:2]1[CH:11]=[CH:10][C:5]2[C:6](=[O:9])[CH2:7][O:8][C:4]=2[C:3]=1[CH2:12][N:13]1[CH2:18][CH2:17][N:16]([C:19]([O:21][C:22]([CH3:25])([CH3:24])[CH3:23])=[O:20])[CH2:15][CH2:14]1.CO.C1(P(C2C=CC=CC=2)C2C=CC=CC=2)C=CC=CC=1.N([C:49]([O:51][CH2:52][CH3:53])=O)=N[C:49]([O:51][CH2:52][CH3:53])=O.C1(C)C=CC=CC=1, predict the reaction product. The product is: [CH3:49][O:51][CH2:52][CH2:53][O:1][C:2]1[CH:11]=[CH:10][C:5]2[C:6](=[O:9])[CH2:7][O:8][C:4]=2[C:3]=1[CH2:12][N:13]1[CH2:14][CH2:15][N:16]([C:19]([O:21][C:22]([CH3:25])([CH3:24])[CH3:23])=[O:20])[CH2:17][CH2:18]1. (6) Given the reactants C(OC([N:8]([C:16]1[C:21]([C:22]2[O:26][N:25]=[C:24]([CH2:27][C:28]3[CH:33]=[CH:32][C:31]([CH2:34][O:35][C:36]4[CH:41]=[CH:40][CH:39]=[CH:38][N:37]=4)=[CH:30][CH:29]=3)[CH:23]=2)=[CH:20][CH:19]=[CH:18][N:17]=1)C(OC(C)(C)C)=O)=O)(C)(C)C.FC(F)(F)C(O)=O.O.C(=O)(O)[O-].[Na+], predict the reaction product. The product is: [N:37]1[CH:38]=[CH:39][CH:40]=[CH:41][C:36]=1[O:35][CH2:34][C:31]1[CH:32]=[CH:33][C:28]([CH2:27][C:24]2[CH:23]=[C:22]([C:21]3[C:16]([NH2:8])=[N:17][CH:18]=[CH:19][CH:20]=3)[O:26][N:25]=2)=[CH:29][CH:30]=1.